From a dataset of NCI-60 drug combinations with 297,098 pairs across 59 cell lines. Regression. Given two drug SMILES strings and cell line genomic features, predict the synergy score measuring deviation from expected non-interaction effect. (1) Drug 1: C1=NC2=C(N=C(N=C2N1C3C(C(C(O3)CO)O)F)Cl)N. Drug 2: CC1CCC2CC(C(=CC=CC=CC(CC(C(=O)C(C(C(=CC(C(=O)CC(OC(=O)C3CCCCN3C(=O)C(=O)C1(O2)O)C(C)CC4CCC(C(C4)OC)OCCO)C)C)O)OC)C)C)C)OC. Cell line: SNB-19. Synergy scores: CSS=38.8, Synergy_ZIP=-8.69, Synergy_Bliss=-4.54, Synergy_Loewe=-21.7, Synergy_HSA=-3.17. (2) Drug 1: CC1C(C(CC(O1)OC2CC(OC(C2O)C)OC3=CC4=CC5=C(C(=O)C(C(C5)C(C(=O)C(C(C)O)O)OC)OC6CC(C(C(O6)C)O)OC7CC(C(C(O7)C)O)OC8CC(C(C(O8)C)O)(C)O)C(=C4C(=C3C)O)O)O)O. Drug 2: C1C(C(OC1N2C=NC(=NC2=O)N)CO)O. Cell line: SK-OV-3. Synergy scores: CSS=28.3, Synergy_ZIP=4.16, Synergy_Bliss=2.29, Synergy_Loewe=0.361, Synergy_HSA=-0.189. (3) Drug 1: CN1CCC(CC1)COC2=C(C=C3C(=C2)N=CN=C3NC4=C(C=C(C=C4)Br)F)OC. Drug 2: C1=C(C(=O)NC(=O)N1)F. Cell line: HCT116. Synergy scores: CSS=46.4, Synergy_ZIP=-0.203, Synergy_Bliss=-2.56, Synergy_Loewe=-5.79, Synergy_HSA=-2.37. (4) Drug 1: CC1=C2C(C(=O)C3(C(CC4C(C3C(C(C2(C)C)(CC1OC(=O)C(C(C5=CC=CC=C5)NC(=O)OC(C)(C)C)O)O)OC(=O)C6=CC=CC=C6)(CO4)OC(=O)C)OC)C)OC. Drug 2: CN1C2=C(C=C(C=C2)N(CCCl)CCCl)N=C1CCCC(=O)O.Cl. Cell line: MCF7. Synergy scores: CSS=54.0, Synergy_ZIP=10.4, Synergy_Bliss=10.2, Synergy_Loewe=2.37, Synergy_HSA=13.5. (5) Drug 1: C1C(C(OC1N2C=NC3=C(N=C(N=C32)Cl)N)CO)O. Drug 2: C(CCl)NC(=O)N(CCCl)N=O. Cell line: SR. Synergy scores: CSS=69.7, Synergy_ZIP=-2.33, Synergy_Bliss=-0.265, Synergy_Loewe=-3.33, Synergy_HSA=1.72.